Dataset: Forward reaction prediction with 1.9M reactions from USPTO patents (1976-2016). Task: Predict the product of the given reaction. (1) Given the reactants [C:1]([C:5]1[CH:9]=[C:8]([NH:10][C:11]([NH:13][C@@H:14]2[C:23]3[C:18](=[CH:19][CH:20]=[CH:21][CH:22]=3)[C@H:17]([O:24][C:25]3[CH:26]=[CH:27][C:28]4[N:29]([C:31]([N:34]5[CH2:39][CH2:38][CH2:37][CH2:36][C@@H:35]5[CH3:40])=[N:32][N:33]=4)[CH:30]=3)[CH2:16][CH2:15]2)=[O:12])[N:7]([C:41]2[CH:42]=[N:43][N:44]([CH2:46][CH2:47]OS(C)(=O)=O)[CH:45]=2)[N:6]=1)([CH3:4])([CH3:3])[CH3:2].[NH:53]1[CH2:58][CH2:57][O:56][CH2:55][CH2:54]1, predict the reaction product. The product is: [C:1]([C:5]1[CH:9]=[C:8]([NH:10][C:11]([NH:13][C@@H:14]2[C:23]3[C:18](=[CH:19][CH:20]=[CH:21][CH:22]=3)[C@H:17]([O:24][C:25]3[CH:26]=[CH:27][C:28]4[N:29]([C:31]([N:34]5[CH2:39][CH2:38][CH2:37][CH2:36][C@@H:35]5[CH3:40])=[N:32][N:33]=4)[CH:30]=3)[CH2:16][CH2:15]2)=[O:12])[N:7]([C:41]2[CH:42]=[N:43][N:44]([CH2:46][CH2:47][N:53]3[CH2:58][CH2:57][O:56][CH2:55][CH2:54]3)[CH:45]=2)[N:6]=1)([CH3:2])([CH3:3])[CH3:4]. (2) Given the reactants [Cl:1][C:2]1[CH:7]=[CH:6][C:5](/[CH:8]=[CH:9]/[C:10]([C:12]2[CH:13]=[N:14][C:15]([O:18]C)=[CH:16][CH:17]=2)=[O:11])=[C:4]([F:20])[CH:3]=1.Cl, predict the reaction product. The product is: [Cl:1][C:2]1[CH:7]=[CH:6][C:5](/[CH:8]=[CH:9]/[C:10]([C:12]2[CH:17]=[CH:16][C:15](=[O:18])[NH:14][CH:13]=2)=[O:11])=[C:4]([F:20])[CH:3]=1. (3) Given the reactants [Cl:1][C:2]1[CH:3]=[C:4]([CH3:11])[C:5]([C:8](O)=[O:9])=[N:6][CH:7]=1.C(Cl)(=O)C([Cl:15])=O.CN(C)C=O, predict the reaction product. The product is: [Cl:1][C:2]1[CH:3]=[C:4]([CH3:11])[C:5]([C:8]([Cl:15])=[O:9])=[N:6][CH:7]=1. (4) Given the reactants C([O:3][C:4](=[O:38])[CH2:5][CH2:6][CH2:7][NH:8][C:9]([C:11]1[C:12]([OH:37])=[C:13]2[C:18](=[CH:19][N:20]=1)[N:17](CC1C=CC=CC=1)[C:16](=[O:28])[C:15]([C:29]1[CH:34]=[CH:33][CH:32]=[C:31]([O:35][CH3:36])[CH:30]=1)=[CH:14]2)=[O:10])C.[OH-].[Na+].CO, predict the reaction product. The product is: [CH2:15]([N:20]1[CH:19]=[C:18]2[C:13](=[CH:14][CH:15]([C:29]3[CH:34]=[CH:33][CH:32]=[C:31]([O:35][CH3:36])[CH:30]=3)[C:16](=[O:28])[NH:17]2)[C:12]([OH:37])=[C:11]1[C:9]([NH:8][CH2:7][CH2:6][CH2:5][C:4]([OH:3])=[O:38])=[O:10])[C:29]1[CH:34]=[CH:33][CH:32]=[CH:31][CH:30]=1. (5) Given the reactants Cl[C:2]([F:7])([F:6])C([O-])=O.[Na+].[OH:9][C:10]1[CH:17]=[CH:16][C:13]([CH:14]=[O:15])=[CH:12][C:11]=1[CH3:18].C(=O)([O-])[O-].[K+].[K+].Cl, predict the reaction product. The product is: [F:7][CH:2]([F:6])[O:9][C:10]1[CH:17]=[CH:16][C:13]([CH:14]=[O:15])=[CH:12][C:11]=1[CH3:18]. (6) Given the reactants [Cl:1][C:2]1[CH:7]=[C:6]([C:8](=O)[CH2:9][C@H:10]([C:18]2[CH:23]=[CH:22][C:21]([C:24]3[CH:29]=[CH:28][C:27]([C:30]([OH:32])=[O:31])=[CH:26][CH:25]=3)=[CH:20][CH:19]=2)[C:11]2[CH:16]=[CH:15][CH:14]=[CH:13][C:12]=2[CH3:17])[C:5]([F:34])=[CH:4][N:3]=1.Cl.[NH2:36][OH:37].C(=O)([O-])O.[Na+], predict the reaction product. The product is: [Cl:1][C:2]1[CH:7]=[C:6](/[C:8](=[N:36]/[OH:37])/[CH2:9][C@H:10]([C:18]2[CH:23]=[CH:22][C:21]([C:24]3[CH:29]=[CH:28][C:27]([C:30]([OH:32])=[O:31])=[CH:26][CH:25]=3)=[CH:20][CH:19]=2)[C:11]2[CH:16]=[CH:15][CH:14]=[CH:13][C:12]=2[CH3:17])[C:5]([F:34])=[CH:4][N:3]=1. (7) The product is: [ClH:40].[ClH:40].[CH:30]1([C@H:14]([NH:13][C:11](=[O:12])[C@H:9]([CH3:10])[NH:8][CH3:36])[C:15]([N:17]2[C@H:22]([C:23]([NH:52][C@H:45]3[C:46]4[C:51](=[CH:50][CH:49]=[CH:48][CH:47]=4)[C:42]([F:41])([F:53])[CH2:43][CH2:44]3)=[O:24])[CH2:21][N:20]3[CH2:27][CH2:28][CH2:29][C@@H:19]3[CH2:18]2)=[O:16])[CH2:31][CH2:32][CH2:33][CH2:34][CH2:35]1. Given the reactants C(OC([N:8]([CH3:36])[C@H:9]([C:11]([NH:13][C@@H:14]([CH:30]1[CH2:35][CH2:34][CH2:33][CH2:32][CH2:31]1)[C:15]([N:17]1[C@H:22]([C:23](OC)=[O:24])[CH2:21][N:20]2[CH2:27][CH2:28][CH2:29][C@@H:19]2[CH2:18]1)=[O:16])=[O:12])[CH3:10])=O)(C)(C)C.O.[OH-].[Li+].[ClH:40].[F:41][C:42]1([F:53])[C:51]2[C:46](=[CH:47][CH:48]=[CH:49][CH:50]=2)[C@H:45]([NH2:52])[CH2:44][CH2:43]1.Cl.C(N=C=NCCCN(C)C)C.ON1C2C=CC=CC=2N=N1.C(OCC)(=O)C.Cl.C(=O)([O-])O.[Na+], predict the reaction product. (8) Given the reactants C(OC([N:8](C(OC(C)(C)C)=O)[C:9]1[CH:14]=[CH:13][C:12]([CH:15]2[CH2:20][CH2:19][N:18](C(OC(C)(C)C)=O)[CH2:17][CH2:16]2)=[CH:11][C:10]=1[Cl:28])=O)(C)(C)C.FC(F)(F)C(O)=O, predict the reaction product. The product is: [Cl:28][C:10]1[CH:11]=[C:12]([CH:15]2[CH2:20][CH2:19][NH:18][CH2:17][CH2:16]2)[CH:13]=[CH:14][C:9]=1[NH2:8]. (9) Given the reactants [CH3:1][CH2:2][O:3][C:4](/[C:6](/Cl)=[N:7]\[OH:8])=[O:5].CCN(CC)CC.[Cl:17][C:18](Cl)=[CH2:19], predict the reaction product. The product is: [Cl:17][C:18]1[O:8][N:7]=[C:6]([C:4]([O:3][CH2:2][CH3:1])=[O:5])[CH:19]=1.